Dataset: Reaction yield outcomes from USPTO patents with 853,638 reactions. Task: Predict the reaction yield, written as a fraction of the theoretical maximum amount of product (1.0 means a 100% yield; for example, 0.34 means a 34% yield). (1) The yield is 0.662. The catalyst is ClCCl. The reactants are [CH:1]1([CH2:4][C:5]([F:25])([F:24])[CH2:6][C@H:7]([NH:11][C@@H:12]([C:17]2[CH:22]=[CH:21][C:20]([F:23])=[CH:19][CH:18]=2)[C:13]([F:16])([F:15])[F:14])[C:8]([OH:10])=O)[CH2:3][CH2:2]1.C1C=CC2N(O)N=NC=2C=1.CCN=C=NCCCN(C)C.Cl.Cl.[NH2:49][C@@H:50]([CH2:59][CH3:60])[CH:51]([OH:58])[C:52]([NH:54][CH:55]1[CH2:57][CH2:56]1)=[O:53].CN1CCOCC1. The product is [CH:1]1([CH2:4][C:5]([F:25])([F:24])[CH2:6][C@H:7]([NH:11][C@@H:12]([C:17]2[CH:22]=[CH:21][C:20]([F:23])=[CH:19][CH:18]=2)[C:13]([F:15])([F:14])[F:16])[C:8]([NH:49][C@@H:50]([CH2:59][CH3:60])[CH:51]([OH:58])[C:52]([NH:54][CH:55]2[CH2:56][CH2:57]2)=[O:53])=[O:10])[CH2:2][CH2:3]1. (2) The reactants are [CH3:1][O:2][C:3](=[O:15])[C:4]1[C:5](=[C:10](I)[CH:11]=[CH:12][CH:13]=1)[C:6]([O:8][CH3:9])=[O:7].[CH3:16][N:17]([CH2:19][C:20]1[CH:25]=[CH:24][C:23]([NH2:26])=[C:22]([O:27][CH3:28])[CH:21]=1)[CH3:18].C1C=CC(P(C2C(C3C(P(C4C=CC=CC=4)C4C=CC=CC=4)=CC=C4C=3C=CC=C4)=C3C(C=CC=C3)=CC=2)C2C=CC=CC=2)=CC=1.C(=O)([O-])[O-].[Cs+].[Cs+]. The catalyst is C1(C)C=CC=CC=1.C(Cl)Cl.C1C=CC(/C=C/C(/C=C/C2C=CC=CC=2)=O)=CC=1.C1C=CC(/C=C/C(/C=C/C2C=CC=CC=2)=O)=CC=1.C1C=CC(/C=C/C(/C=C/C2C=CC=CC=2)=O)=CC=1.[Pd].[Pd]. The product is [CH3:1][O:2][C:3](=[O:15])[C:4]1[C:5](=[C:10]([NH:26][C:23]2[CH:24]=[CH:25][C:20]([CH2:19][N:17]([CH3:16])[CH3:18])=[CH:21][C:22]=2[O:27][CH3:28])[CH:11]=[CH:12][CH:13]=1)[C:6]([O:8][CH3:9])=[O:7]. The yield is 0.780. (3) The reactants are [NH2:1][CH2:2][C:3]([N:5]1[C:13]2[C:8](=[CH:9][C:10](/[CH:14]=[CH:15]/[CH:16]([C:21]3[CH:26]=[C:25]([Cl:27])[C:24]([F:28])=[C:23]([Cl:29])[CH:22]=3)[C:17]([F:20])([F:19])[F:18])=[CH:11][CH:12]=2)[CH:7]=[CH:6]1)=[O:4].[F:30][C:31]([F:37])([F:36])[CH2:32][C:33](O)=[O:34].C1CN([P+](ON2N=NC3C=CC=CC2=3)(N2CCCC2)N2CCCC2)CC1.F[P-](F)(F)(F)(F)F.CCN(C(C)C)C(C)C. The catalyst is C(Cl)Cl. The product is [Cl:27][C:25]1[CH:26]=[C:21]([CH:16]([C:17]([F:19])([F:20])[F:18])/[CH:15]=[CH:14]/[C:10]2[CH:9]=[C:8]3[C:13](=[CH:12][CH:11]=2)[N:5]([C:3](=[O:4])[CH2:2][NH:1][C:33](=[O:34])[CH2:32][C:31]([F:37])([F:36])[F:30])[CH:6]=[CH:7]3)[CH:22]=[C:23]([Cl:29])[C:24]=1[F:28]. The yield is 0.600. (4) The reactants are O[CH2:2][C:3]1[O:7][N:6]=[C:5]([N:8]2[CH2:13][CH2:12][N:11]([C:14]([O:16][C:17]([CH3:20])([CH3:19])[CH3:18])=[O:15])[CH2:10][CH2:9]2)[N:4]=1.[Cl:21]CCl.N1C=CC=CC=1.S(Cl)(Cl)=O. The yield is 0.610. The catalyst is C(OCC)(=O)C. The product is [Cl:21][CH2:2][C:3]1[O:7][N:6]=[C:5]([N:8]2[CH2:13][CH2:12][N:11]([C:14]([O:16][C:17]([CH3:20])([CH3:19])[CH3:18])=[O:15])[CH2:10][CH2:9]2)[N:4]=1.